This data is from Catalyst prediction with 721,799 reactions and 888 catalyst types from USPTO. The task is: Predict which catalyst facilitates the given reaction. (1) Reactant: [CH3:1][O:2][C:3]1[CH:8]=[CH:7][CH:6]=[C:5]([O:9][CH3:10])[CH:4]=1.[Li]CCCC.Br[C:17]1[CH:22]=[CH:21][CH:20]=[CH:19][C:18]=1Cl.Cl[P:25]([CH:32]1[CH2:37][CH2:36][CH2:35][CH2:34][CH2:33]1)[CH:26]1[CH2:31][CH2:30][CH2:29][CH2:28][CH2:27]1. Product: [CH3:1][O:2][C:3]1[CH:8]=[CH:7][CH:6]=[C:5]([O:9][CH3:10])[C:4]=1[C:18]1[CH:19]=[CH:20][CH:21]=[CH:22][C:17]=1[P:25]([CH:32]1[CH2:33][CH2:34][CH2:35][CH2:36][CH2:37]1)[CH:26]1[CH2:31][CH2:30][CH2:29][CH2:28][CH2:27]1. The catalyst class is: 1. (2) Reactant: [CH3:1][C:2]1[CH:3]=[C:4]([CH2:18][C:19]([O:21]C(C)(C)C)=[O:20])[CH:5]=[CH:6][C:7]=1[NH:8][C:9]([NH:11][C:12]1[CH:17]=[CH:16][CH:15]=[CH:14][CH:13]=1)=[O:10].C(O)(C(F)(F)F)=O. Product: [CH3:1][C:2]1[CH:3]=[C:4]([CH2:18][C:19]([OH:21])=[O:20])[CH:5]=[CH:6][C:7]=1[NH:8][C:9]([NH:11][C:12]1[CH:17]=[CH:16][CH:15]=[CH:14][CH:13]=1)=[O:10]. The catalyst class is: 2. (3) Product: [CH3:1][O:2][C:3](=[O:4])[C:5]1[CH:10]=[C:9]([O:11][CH3:12])[CH:8]=[CH:7][C:6]=1[NH:13][C:14]1[N:18]([C:19]2[CH:24]=[CH:23][CH:22]=[CH:21][C:20]=2[O:25][CH2:26][CH3:27])[N:17]=[C:16]([CH3:28])[C:15]=1[C:38]1[CH:39]=[C:40]2[C:35](=[CH:36][CH:37]=1)[N:34]=[CH:33][CH:32]=[N:31]2. Reactant: [CH3:1][O:2][C:3]([C:5]1[CH:10]=[C:9]([O:11][CH3:12])[CH:8]=[CH:7][C:6]=1[NH:13][C:14]1[N:18]([C:19]2[CH:24]=[CH:23][CH:22]=[CH:21][C:20]=2[O:25][CH2:26][CH3:27])[N:17]=[C:16]([CH3:28])[C:15]=1Br)=[O:4].Cl.[N:31]1[C:40]2[C:35](=[CH:36][C:37](OB(O)O)=[CH:38][CH:39]=2)[N:34]=[CH:33][CH:32]=1.C(=O)([O-])[O-].[Na+].[Na+]. The catalyst class is: 427. (4) Reactant: [CH:1]1([C:4]2[CH:5]=[C:6]([CH:8]=[CH:9][C:10]=2[F:11])[NH2:7])[CH2:3][CH2:2]1.Cl[C:13]([O:15][C:16]1[CH:21]=[CH:20][CH:19]=[CH:18][CH:17]=1)=[O:14].N1C=CC=CC=1.O. Product: [CH:1]1([C:4]2[CH:5]=[C:6]([NH:7][C:13](=[O:14])[O:15][C:16]3[CH:21]=[CH:20][CH:19]=[CH:18][CH:17]=3)[CH:8]=[CH:9][C:10]=2[F:11])[CH2:3][CH2:2]1. The catalyst class is: 2. (5) Reactant: [C:1](Cl)(=O)C.[N+:5]([C:8]1[CH:16]=[CH:15][CH:14]=[C:10]([C:11]([OH:13])=[O:12])[C:9]=1[C:17]([OH:19])=[O:18])([O-:7])=[O:6]. Product: [CH3:1][O:12][C:11](=[O:13])[C:10]1[C:9](=[C:8]([N+:5]([O-:7])=[O:6])[CH:16]=[CH:15][CH:14]=1)[C:17]([OH:19])=[O:18]. The catalyst class is: 5. (6) Reactant: [CH2:1]([NH:8][CH2:9][C:10]([OH:12])=[O:11])[C:2]1[CH:7]=[CH:6][CH:5]=[CH:4][CH:3]=1.[ClH:13].[CH3:14]O. Product: [ClH:13].[CH2:1]([NH:8][CH2:9][C:10]([O:12][CH3:14])=[O:11])[C:2]1[CH:7]=[CH:6][CH:5]=[CH:4][CH:3]=1. The catalyst class is: 12. (7) Reactant: [NH2:1][C:2]1[C:3]([CH3:39])=[C:4]([N:8]([CH2:17][C:18]2[CH:38]=[CH:37][C:21]([O:22][C:23]3[CH:24]=[CH:25][C:26]([Cl:36])=[C:27]([CH:35]=3)[O:28][CH2:29][C:30]([O:32][CH2:33][CH3:34])=[O:31])=[CH:20][CH:19]=2)[CH2:9][C:10]2[CH:15]=[CH:14][CH:13]=[CH:12][C:11]=2[F:16])[CH:5]=[CH:6][CH:7]=1.[CH3:40][S:41](Cl)(=[O:43])=[O:42]. Product: [CH3:2][CH3:7].[Cl:36][C:26]1[CH:25]=[CH:24][C:23]([O:22][C:21]2[CH:37]=[CH:38][C:18]([CH2:17][N:8]([CH2:9][C:10]3[CH:15]=[CH:14][CH:13]=[CH:12][C:11]=3[F:16])[C:4]3[CH:5]=[CH:6][CH:7]=[C:2]([NH:1][S:41]([CH3:40])(=[O:43])=[O:42])[C:3]=3[CH3:39])=[CH:19][CH:20]=2)=[CH:35][C:27]=1[O:28][CH2:29][C:30]([O:32][CH2:33][CH3:34])=[O:31]. The catalyst class is: 17.